From a dataset of Forward reaction prediction with 1.9M reactions from USPTO patents (1976-2016). Predict the product of the given reaction. Given the reactants [C:1]([O:5][C@@H:6]([C:12]1[C:37]([CH3:38])=[N:36][C:35]2=[CH:39][C:32]3=[N:33][N:34]2[C:13]=1[N:14]1[CH2:43][CH2:42][C:17]([CH3:44])([O:18][CH2:19][CH2:20][CH2:21][CH2:22][C:23]2[CH:24]=[C:25]([F:41])[C:26]([F:40])=[CH:27][C:28]=2[CH2:29][O:30][CH2:31]3)[CH2:16][CH2:15]1)[C:7]([O:9]CC)=[O:8])([CH3:4])([CH3:3])[CH3:2].[OH-].[Na+], predict the reaction product. The product is: [C:1]([O:5][C@@H:6]([C:12]1[C:37]([CH3:38])=[N:36][C:35]2=[CH:39][C:32]3=[N:33][N:34]2[C:13]=1[N:14]1[CH2:43][CH2:42][C:17]([CH3:44])([O:18][CH2:19][CH2:20][CH2:21][CH2:22][C:23]2[CH:24]=[C:25]([F:41])[C:26]([F:40])=[CH:27][C:28]=2[CH2:29][O:30][CH2:31]3)[CH2:16][CH2:15]1)[C:7]([OH:9])=[O:8])([CH3:4])([CH3:2])[CH3:3].